Dataset: Catalyst prediction with 721,799 reactions and 888 catalyst types from USPTO. Task: Predict which catalyst facilitates the given reaction. (1) Reactant: [NH2:1][C:2]1[CH:11]=[CH:10][CH:9]=[C:8]2[C:3]=1[C:4]([CH:13]=[CH2:14])=[CH:5][N:6]=[C:7]2[Cl:12].O=[C:16]1[CH2:21][CH2:20][CH2:19][N:18]([C:22]([O:24][C:25]([CH3:28])([CH3:27])[CH3:26])=[O:23])[CH2:17]1.S([O-])([O-])(=O)=O.[Na+].[Na+].C(O[BH-](OC(=O)C)OC(=O)C)(=O)C.[Na+]. Product: [C:25]([O:24][C:22]([N:18]1[CH2:19][CH2:20][CH2:21][CH:16]([NH:1][C:2]2[CH:11]=[CH:10][CH:9]=[C:8]3[C:3]=2[C:4]([CH:13]=[CH2:14])=[CH:5][N:6]=[C:7]3[Cl:12])[CH2:17]1)=[O:23])([CH3:28])([CH3:26])[CH3:27]. The catalyst class is: 15. (2) Reactant: [N+:1]([O-:4])(O)=[O:2].[C:5]([N:9]1[CH:13]=[CH:12][CH:11]=[N:10]1)([CH3:8])([CH3:7])[CH3:6]. Product: [C:5]([N:9]1[CH:13]=[C:12]([N+:1]([O-:4])=[O:2])[CH:11]=[N:10]1)([CH3:8])([CH3:7])[CH3:6]. The catalyst class is: 82. (3) Reactant: [OH:1][C:2]1[CH:11]=[CH:10][C:9]([N:12]([CH2:28][C:29]2[CH:34]=[CH:33][C:32]([O:35][CH3:36])=[CH:31][CH:30]=2)[C:13](=[O:27])[C:14]2[CH:19]=[CH:18][C:17]([O:20][C:21]3[CH:26]=[CH:25][CH:24]=[CH:23][CH:22]=3)=[CH:16][CH:15]=2)=[CH:8][C:3]=1[C:4]([O:6]C)=[O:5]. Product: [OH:1][C:2]1[CH:11]=[CH:10][C:9]([N:12]([CH2:28][C:29]2[CH:34]=[CH:33][C:32]([O:35][CH3:36])=[CH:31][CH:30]=2)[C:13](=[O:27])[C:14]2[CH:15]=[CH:16][C:17]([O:20][C:21]3[CH:26]=[CH:25][CH:24]=[CH:23][CH:22]=3)=[CH:18][CH:19]=2)=[CH:8][C:3]=1[C:4]([OH:6])=[O:5]. The catalyst class is: 5.